Dataset: Forward reaction prediction with 1.9M reactions from USPTO patents (1976-2016). Task: Predict the product of the given reaction. (1) Given the reactants [NH:1]1[CH:5]=[CH:4][N:3]=[C:2]1[CH2:6][N:7]1[C:12](=[O:13])[CH2:11][O:10][C:9]2[N:14]=[C:15]([C:24]3[CH:29]=[CH:28][C:27]([C:30]4([NH:34]C(=O)OC(C)(C)C)[CH2:33][CH2:32][CH2:31]4)=[CH:26][CH:25]=3)[C:16]([C:18]3[CH:23]=[CH:22][CH:21]=[CH:20][CH:19]=3)=[CH:17][C:8]1=2, predict the reaction product. The product is: [NH:1]1[CH:5]=[CH:4][N:3]=[C:2]1[CH2:6][N:7]1[C:12](=[O:13])[CH2:11][O:10][C:9]2[N:14]=[C:15]([C:24]3[CH:25]=[CH:26][C:27]([C:30]4([NH2:34])[CH2:33][CH2:32][CH2:31]4)=[CH:28][CH:29]=3)[C:16]([C:18]3[CH:19]=[CH:20][CH:21]=[CH:22][CH:23]=3)=[CH:17][C:8]1=2. (2) Given the reactants Cl[C:2]1[N:7]=[CH:6][C:5]([C:8]([N:10]2[CH2:15][CH2:14][N:13]([CH3:16])[CH2:12][CH2:11]2)=[O:9])=[CH:4][CH:3]=1.[NH2:17][C:18]1[C:19](=[O:26])[N:20]([CH3:25])[CH:21]=[C:22]([Br:24])[CH:23]=1.[Na], predict the reaction product. The product is: [Br:24][C:22]1[CH:23]=[C:18]([NH:17][C:2]2[CH:3]=[CH:4][C:5]([C:8]([N:10]3[CH2:15][CH2:14][N:13]([CH3:16])[CH2:12][CH2:11]3)=[O:9])=[CH:6][N:7]=2)[C:19](=[O:26])[N:20]([CH3:25])[CH:21]=1.